From a dataset of Forward reaction prediction with 1.9M reactions from USPTO patents (1976-2016). Predict the product of the given reaction. (1) Given the reactants [C:1]([C:4]1[CH:9]=[CH:8][C:7]([S:10]([NH2:13])(=[O:12])=[O:11])=[CH:6][CH:5]=1)([OH:3])=[O:2].[CH:14](Cl)(Cl)Cl.C[Si](C=[N+]=[N-])(C)C, predict the reaction product. The product is: [CH3:14][O:2][C:1](=[O:3])[C:4]1[CH:9]=[CH:8][C:7]([S:10](=[O:12])(=[O:11])[NH2:13])=[CH:6][CH:5]=1. (2) Given the reactants C([N:8]1[CH2:12][C@@H:11]([N:13]([C:22](=[O:24])[CH3:23])[CH:14]2[CH2:19][CH2:18][C:17]([CH3:21])([CH3:20])[CH2:16][CH2:15]2)[CH2:10][C@H:9]1[C:25]([N:27]1[CH2:32][CH2:31][N:30]([CH3:33])[CH2:29][CH2:28]1)=[O:26])(OC(C)(C)C)=O.Cl, predict the reaction product. The product is: [CH3:20][C:17]1([CH3:21])[CH2:18][CH2:19][CH:14]([N:13]([C@H:11]2[CH2:10][C@@H:9]([C:25]([N:27]3[CH2:28][CH2:29][N:30]([CH3:33])[CH2:31][CH2:32]3)=[O:26])[NH:8][CH2:12]2)[C:22](=[O:24])[CH3:23])[CH2:15][CH2:16]1.